From a dataset of Reaction yield outcomes from USPTO patents with 853,638 reactions. Predict the reaction yield, written as a fraction of the theoretical maximum amount of product (1.0 means a 100% yield; for example, 0.34 means a 34% yield). (1) The reactants are C[O:2][C:3](=[O:32])[C:4]1[CH:9]=[CH:8][C:7]([C:10]2[N:18]=[CH:17][N:16]=[C:15]3[C:11]=2[N:12]=[CH:13][N:14]3[C:19]2[CH:24]=[C:23]([C:25](=[O:30])[NH:26][CH:27]3[CH2:29][CH2:28]3)[CH:22]=[CH:21][C:20]=2[CH3:31])=[CH:6][CH:5]=1.[OH-].[Na+].Cl. The catalyst is O1CCCC1.CO.O. The product is [CH:27]1([NH:26][C:25]([C:23]2[CH:22]=[CH:21][C:20]([CH3:31])=[C:19]([N:14]3[CH:13]=[N:12][C:11]4[C:15]3=[N:16][CH:17]=[N:18][C:10]=4[C:7]3[CH:6]=[CH:5][C:4]([C:3]([OH:32])=[O:2])=[CH:9][CH:8]=3)[CH:24]=2)=[O:30])[CH2:29][CH2:28]1. The yield is 0.800. (2) The reactants are [OH-].[Na+].[CH:3]([N:6]1[C:10]2[N:11]=[C:12]([N:20]3[CH2:25][CH2:24][N:23]([CH3:26])[CH2:22][CH2:21]3)[CH:13]=[C:14]([C:15]([O:17]CC)=[O:16])[C:9]=2[CH:8]=[N:7]1)([CH3:5])[CH3:4]. The catalyst is CCO. The product is [CH:3]([N:6]1[C:10]2[N:11]=[C:12]([N:20]3[CH2:25][CH2:24][N:23]([CH3:26])[CH2:22][CH2:21]3)[CH:13]=[C:14]([C:15]([OH:17])=[O:16])[C:9]=2[CH:8]=[N:7]1)([CH3:5])[CH3:4]. The yield is 0.649. (3) The reactants are Br[C:2]1[CH:3]=[C:4]2[C:10]([C:11]3[CH:16]=[CH:15][CH:14]=[CH:13][C:12]=3[O:17][CH3:18])=[CH:9][NH:8][C:5]2=[N:6][CH:7]=1.[CH3:19][O:20][C:21]1[CH:22]=[C:23](B2OC(C)(C)C(C)(C)O2)[CH:24]=[CH:25][C:26]=1[O:27][CH2:28][C:29]1[CH:34]=[CH:33][C:32]([O:35][CH3:36])=[CH:31][CH:30]=1.C(=O)([O-])[O-].[Na+].[Na+]. The catalyst is Cl[Pd-2](Cl)(P(C1C=CC=CC=1)(C1C=CC=CC=1)C1C=CC=CC=1)P(C1C=CC=CC=1)(C1C=CC=CC=1)C1C=CC=CC=1.C(#N)C. The product is [CH3:19][O:20][C:21]1[CH:22]=[C:23]([C:2]2[CH:3]=[C:4]3[C:10]([C:11]4[CH:16]=[CH:15][CH:14]=[CH:13][C:12]=4[O:17][CH3:18])=[CH:9][NH:8][C:5]3=[N:6][CH:7]=2)[CH:24]=[CH:25][C:26]=1[O:27][CH2:28][C:29]1[CH:30]=[CH:31][C:32]([O:35][CH3:36])=[CH:33][CH:34]=1. The yield is 0.500. (4) The product is [OH:1][C@@:2]1([C:9]#[C:10][C:11]2[CH:12]=[C:13]([N:17]3[C:21]4=[N:22][CH:23]=[N:24][CH:25]=[C:20]4[C:19]([C:26]([NH2:31])=[O:28])=[N:18]3)[CH:14]=[CH:15][CH:16]=2)[CH2:6][CH2:5][N:4]([CH3:7])[C:3]1=[O:8]. The reactants are [OH:1][C@@:2]1([C:9]#[C:10][C:11]2[CH:12]=[C:13]([N:17]3[C:21]4=[N:22][CH:23]=[N:24][CH:25]=[C:20]4[C:19]([C:26]([O:28]CC)=O)=[N:18]3)[CH:14]=[CH:15][CH:16]=2)[CH2:6][CH2:5][N:4]([CH3:7])[C:3]1=[O:8].[NH3:31]. No catalyst specified. The yield is 0.480. (5) The reactants are C(OC([NH:8][C:9]1[S:13][C:12]([C:14]2[C:19]([F:20])=[CH:18][CH:17]=[CH:16][C:15]=2[F:21])=[N:11][C:10]=1[C:22]([NH:24][C:25]1[CH:29]=[N:28][N:27]([CH3:30])[C:26]=1[N:31]1[CH2:37][CH2:36][C:35]([O:39][CH3:40])([CH3:38])[CH:34]([NH:41]C(=O)OC(C)(C)C)[CH2:33][CH2:32]1)=[O:23])=O)(C)(C)C.Cl.O1CCOCC1. The catalyst is CO. The product is [NH2:8][C:9]1[S:13][C:12]([C:14]2[C:19]([F:20])=[CH:18][CH:17]=[CH:16][C:15]=2[F:21])=[N:11][C:10]=1[C:22]([NH:24][C:25]1[CH:29]=[N:28][N:27]([CH3:30])[C:26]=1[N:31]1[CH2:32][CH2:33][CH:34]([NH2:41])[C:35]([O:39][CH3:40])([CH3:38])[CH2:36][CH2:37]1)=[O:23]. The yield is 0.740.